From a dataset of Reaction yield outcomes from USPTO patents with 853,638 reactions. Predict the reaction yield, written as a fraction of the theoretical maximum amount of product (1.0 means a 100% yield; for example, 0.34 means a 34% yield). (1) The reactants are O1CCOCC1.Br[C:8]1[CH:13]=[CH:12][C:11]([NH:14][C:15]([NH:17][C:18]2[CH:23]=[C:22]([C:24]([F:27])([F:26])[F:25])[CH:21]=[CH:20][C:19]=2[F:28])=[O:16])=[C:10]([F:29])[CH:9]=1.[B:30]1([B:30]2[O:34][C:33]([CH3:36])([CH3:35])[C:32]([CH3:38])([CH3:37])[O:31]2)[O:34][C:33]([CH3:36])([CH3:35])[C:32]([CH3:38])([CH3:37])[O:31]1.C([O-])(=O)C.[K+]. The catalyst is C1C=CC(P(C2C=CC=CC=2)[C-]2C=CC=C2)=CC=1.C1C=CC(P(C2C=CC=CC=2)[C-]2C=CC=C2)=CC=1.Cl[Pd]Cl.[Fe+2].CN(C=O)C. The product is [F:29][C:10]1[CH:9]=[C:8]([B:30]2[O:34][C:33]([CH3:36])([CH3:35])[C:32]([CH3:38])([CH3:37])[O:31]2)[CH:13]=[CH:12][C:11]=1[NH:14][C:15]([NH:17][C:18]1[CH:23]=[C:22]([C:24]([F:27])([F:26])[F:25])[CH:21]=[CH:20][C:19]=1[F:28])=[O:16]. The yield is 1.09. (2) The catalyst is CN(C)C=O. The product is [Si:20]([O:1][CH:2]1[CH2:3][N:4]([C:6]([O:8][CH2:9][C:10]2[CH:15]=[CH:14][CH:13]=[CH:12][CH:11]=2)=[O:7])[CH2:5]1)([C:17]([CH3:19])([CH3:18])[CH3:16])([CH3:22])[CH3:21]. The yield is 0.900. The reactants are [OH:1][CH:2]1[CH2:5][N:4]([C:6]([O:8][CH2:9][C:10]2[CH:15]=[CH:14][CH:13]=[CH:12][CH:11]=2)=[O:7])[CH2:3]1.[CH3:16][C:17]([Si:20](Cl)([CH3:22])[CH3:21])([CH3:19])[CH3:18].N1C=CN=C1. (3) The reactants are Br[C:2]1[CH:3]=[C:4]2[C:9]([NH:10][C@@H:11]3[CH2:24][C@@H:14]4[CH2:15][N:16]([C:18](=[O:23])[C:19]([OH:22])([CH3:21])[CH3:20])[CH2:17][C@@H:13]4[C@H:12]3[CH3:25])=[C:8]([C:26]([NH2:28])=[O:27])[CH:7]=[N:6][N:5]2[CH:29]=1.[CH3:30][NH:31][C:32](=[O:48])[C:33]1[CH:38]=[CH:37][C:36](B2OC(C)(C)C(C)(C)O2)=[CH:35][N:34]=1.[O-]P([O-])([O-])=O.[K+].[K+].[K+]. The catalyst is CN(C)C=O. The product is [OH:22][C:19]([CH3:20])([CH3:21])[C:18]([N:16]1[CH2:17][C@@H:13]2[C@@H:12]([CH3:25])[C@H:11]([NH:10][C:9]3[C:4]4[N:5]([CH:29]=[C:2]([C:36]5[CH:35]=[N:34][C:33]([C:32](=[O:48])[NH:31][CH3:30])=[CH:38][CH:37]=5)[CH:3]=4)[N:6]=[CH:7][C:8]=3[C:26]([NH2:28])=[O:27])[CH2:24][C@@H:14]2[CH2:15]1)=[O:23]. The yield is 0.520. (4) The reactants are [Br:1][C:2]1[CH:3]=[N:4][CH:5]=[C:6]([N+:9]([O-:11])=[O:10])[C:7]=1Cl.[CH2:12]([NH2:14])[CH3:13].O. The catalyst is C1COCC1. The product is [Br:1][C:2]1[CH:3]=[N:4][CH:5]=[C:6]([N+:9]([O-:11])=[O:10])[C:7]=1[CH2:13][CH2:12][NH2:14]. The yield is 0.800. (5) The reactants are [Cl:1][C:2]1[C:7]([O:8][CH3:9])=[CH:6][C:5]([O:10][CH3:11])=[C:4]([Cl:12])[C:3]=1[C:13]1[CH:14]=[C:15]2[C:20](=[CH:21][CH:22]=1)[N:19]=[C:18]([NH:23][C@H:24]1[C@@H:29]([NH2:30])[CH2:28][CH2:27][O:26][CH2:25]1)[N:17]=[CH:16]2.CCN(C(C)C)C(C)C.[C:40](Cl)(=[O:43])[CH:41]=[CH2:42]. The catalyst is C(Cl)Cl. The product is [Cl:12][C:4]1[C:5]([O:10][CH3:11])=[CH:6][C:7]([O:8][CH3:9])=[C:2]([Cl:1])[C:3]=1[C:13]1[CH:14]=[C:15]2[C:20](=[CH:21][CH:22]=1)[N:19]=[C:18]([NH:23][C@H:24]1[C@@H:29]([NH:30][C:40](=[O:43])[CH:41]=[CH2:42])[CH2:28][CH2:27][O:26][CH2:25]1)[N:17]=[CH:16]2. The yield is 0.610. (6) The reactants are [C:1]([O:5][C:6]([N:8]1[CH2:13][CH2:12][CH:11]([C:14]2[N:15]([C@@H:30]3[CH2:35][CH2:34][CH2:33][NH:32][CH2:31]3)[CH:16]=[C:17]([C:19]3[CH:24]=[CH:23][C:22]([F:25])=[C:21]([C:26]([F:29])([F:28])[F:27])[CH:20]=3)[N:18]=2)[CH2:10][CH2:9]1)=[O:7])([CH3:4])([CH3:3])[CH3:2].C=O.[C:38](O[BH-](OC(=O)C)OC(=O)C)(=O)C.[Na+].C1COCC1. The catalyst is CC(=O)OCC. The product is [C:1]([O:5][C:6]([N:8]1[CH2:9][CH2:10][CH:11]([C:14]2[N:15]([C@@H:30]3[CH2:35][CH2:34][CH2:33][N:32]([CH3:38])[CH2:31]3)[CH:16]=[C:17]([C:19]3[CH:24]=[CH:23][C:22]([F:25])=[C:21]([C:26]([F:28])([F:27])[F:29])[CH:20]=3)[N:18]=2)[CH2:12][CH2:13]1)=[O:7])([CH3:4])([CH3:2])[CH3:3]. The yield is 1.04.